From a dataset of Reaction yield outcomes from USPTO patents with 853,638 reactions. Predict the reaction yield, written as a fraction of the theoretical maximum amount of product (1.0 means a 100% yield; for example, 0.34 means a 34% yield). (1) The reactants are [OH-].[OH-].[C:3]1([B+2])[CH:8]=[CH:7][CH:6]=[CH:5][CH:4]=1.[F-].[K+].Br[C:13]1[S:14][CH:15]=[CH:16][CH:17]=1. The catalyst is C([O-])(=O)C.[Pd+2].C([O-])(=O)C.C(P(C(C)(C)C)C1C=CC=CC=1C1C=CC=CC=1)(C)(C)C.C1COCC1. The product is [C:3]1([C:13]2[S:14][CH:15]=[CH:16][CH:17]=2)[CH:8]=[CH:7][CH:6]=[CH:5][CH:4]=1. The yield is 0.990. (2) The catalyst is C(O)C. The yield is 0.840. The product is [O:1]1[C:5]2[CH:6]=[CH:7][C:8]([C:10]3[N:24]([C:23]4[CH:18]=[CH:19][C:20]([S:26]([NH2:29])(=[O:28])=[O:27])=[CH:21][CH:22]=4)[N:25]=[C:12]([CH:13]([F:15])[F:14])[CH:11]=3)=[CH:9][C:4]=2[O:3][CH2:2]1. The reactants are [O:1]1[C:5]2[CH:6]=[CH:7][C:8]([C:10](=O)[CH2:11][C:12](=O)[CH:13]([F:15])[F:14])=[CH:9][C:4]=2[O:3][CH2:2]1.[CH:18]1[C:23]([NH:24][NH2:25])=[CH:22][CH:21]=[C:20]([S:26]([NH2:29])(=[O:28])=[O:27])[CH:19]=1.Cl.O. (3) The product is [F:15][C:11]1[CH:10]=[C:9]([CH2:8][O:3][CH2:2][CH2:1][OH:4])[CH:14]=[CH:13][CH:12]=1. The reactants are [CH2:1]([OH:4])[CH2:2][OH:3].[H-].[Na+].Br[CH2:8][C:9]1[CH:14]=[CH:13][CH:12]=[C:11]([F:15])[CH:10]=1.O. The catalyst is C1COCC1.CCOC(C)=O. The yield is 0.250. (4) The reactants are Cl[C:2]1[N:11]=[C:10]([N:12]2[CH2:17][CH2:16][O:15][CH2:14][CH2:13]2)[C:9]2[C:4](=[CH:5][C:6]([C:19]3[CH:20]=[N:21][CH:22]=[CH:23][CH:24]=3)=[C:7]([F:18])[CH:8]=2)[N:3]=1.[CH3:25][N:26]1[CH2:31][CH2:30][N:29]([C:32]([C:34]2[CH:39]=[CH:38][C:37]([NH:40][C:41]([NH:43][C:44]3[CH:49]=[CH:48][C:47](B4OC(C)(C)C(C)(C)O4)=[CH:46][CH:45]=3)=[O:42])=[CH:36][CH:35]=2)=[O:33])[CH2:28][CH2:27]1.C(=O)([O-])[O-].[Cs+].[Cs+].CN(C=O)C. The catalyst is Cl[Pd](Cl)([P](C1C=CC=CC=1)(C1C=CC=CC=1)C1C=CC=CC=1)[P](C1C=CC=CC=1)(C1C=CC=CC=1)C1C=CC=CC=1.O. The product is [F:18][C:7]1[CH:8]=[C:9]2[C:4](=[CH:5][C:6]=1[C:19]1[CH:20]=[N:21][CH:22]=[CH:23][CH:24]=1)[N:3]=[C:2]([C:47]1[CH:48]=[CH:49][C:44]([NH:43][C:41]([NH:40][C:37]3[CH:38]=[CH:39][C:34]([C:32]([N:29]4[CH2:28][CH2:27][N:26]([CH3:25])[CH2:31][CH2:30]4)=[O:33])=[CH:35][CH:36]=3)=[O:42])=[CH:45][CH:46]=1)[N:11]=[C:10]2[N:12]1[CH2:17][CH2:16][O:15][CH2:14][CH2:13]1. The yield is 0.0600. (5) The reactants are [Br:1][C:2]1[C:3]([F:11])=[C:4]([CH:8]=[CH:9][CH:10]=1)C(O)=O.C([N:14]([CH2:17]C)CC)C.C1C=CC(P(N=[N+]=[N-])(C2C=CC=CC=2)=[O:26])=CC=1.[CH3:36][C:37]([OH:40])([CH3:39])[CH3:38]. No catalyst specified. The product is [Br:1][C:2]1[C:3]([F:11])=[C:4]([NH:14][C:17](=[O:26])[O:40][C:37]([CH3:39])([CH3:38])[CH3:36])[CH:8]=[CH:9][CH:10]=1. The yield is 0.660. (6) The catalyst is O1CCOCC1.CS(C)=O.C(Cl)Cl. The product is [C:22]12([NH:32][C:33]([NH:2][C:3]3[CH:4]=[C:5]([Cl:12])[C:6]([CH3:11])=[C:7]([Cl:10])[C:8]=3[OH:9])=[O:34])[CH2:31][CH:26]3[CH2:27][CH:28]([CH2:30][CH:24]([CH2:25]3)[CH2:23]1)[CH2:29]2. The yield is 0.640. The reactants are Cl.[NH2:2][C:3]1[C:8]([OH:9])=[C:7]([Cl:10])[C:6]([CH3:11])=[C:5]([Cl:12])[CH:4]=1.CCN(C(C)C)C(C)C.[C:22]12([N:32]=[C:33]=[O:34])[CH2:31][CH:26]3[CH2:27][CH:28]([CH2:30][CH:24]([CH2:25]3)[CH2:23]1)[CH2:29]2.CNCCS. (7) The reactants are C(OP([CH2:9][C:10]1[CH:15]=[CH:14][CH:13]=[CH:12][C:11]=1[Cl:16])(=O)OCC)C.[Cl:17][C:18]1[CH:25]=[C:22]([CH:23]=O)[C:21]([OH:26])=[CH:20][CH:19]=1.CC(C)([O-])C.[K+].CC(C)([O-])C. The catalyst is C1COCC1. The product is [Cl:16][C:11]1[CH:12]=[CH:13][CH:14]=[CH:15][C:10]=1/[CH:9]=[CH:23]/[C:22]1[CH:25]=[C:18]([Cl:17])[CH:19]=[CH:20][C:21]=1[OH:26]. The yield is 0.730. (8) The reactants are [C:1]([O:5][C:6]([N:8]1[CH2:13][CH2:12][C:11](=[C:14]([C:26]2[CH:31]=[CH:30][CH:29]=[CH:28][CH:27]=2)[C:15]2[CH:16]=[N:17][CH:18]=[C:19]([CH2:21]CC(O)=O)[CH:20]=2)[CH2:10][CH2:9]1)=[O:7])([CH3:4])([CH3:3])[CH3:2].[H-].[H-].[H-].[H-].[Li+].[Al+3].C1C[O:41]CC1. No catalyst specified. The product is [C:1]([O:5][C:6]([N:8]1[CH2:13][CH2:12][C:11](=[C:14]([C:26]2[CH:31]=[CH:30][CH:29]=[CH:28][CH:27]=2)[C:15]2[CH:16]=[N:17][CH:18]=[C:19]([CH2:21][OH:41])[CH:20]=2)[CH2:10][CH2:9]1)=[O:7])([CH3:3])([CH3:2])[CH3:4]. The yield is 0.870.